Dataset: NCI-60 drug combinations with 297,098 pairs across 59 cell lines. Task: Regression. Given two drug SMILES strings and cell line genomic features, predict the synergy score measuring deviation from expected non-interaction effect. (1) Drug 1: CNC(=O)C1=CC=CC=C1SC2=CC3=C(C=C2)C(=NN3)C=CC4=CC=CC=N4. Drug 2: CCCCC(=O)OCC(=O)C1(CC(C2=C(C1)C(=C3C(=C2O)C(=O)C4=C(C3=O)C=CC=C4OC)O)OC5CC(C(C(O5)C)O)NC(=O)C(F)(F)F)O. Cell line: U251. Synergy scores: CSS=14.7, Synergy_ZIP=-5.08, Synergy_Bliss=-2.70, Synergy_Loewe=0.901, Synergy_HSA=0.953. (2) Drug 1: C(CC(=O)O)C(=O)CN.Cl. Drug 2: C(CN)CNCCSP(=O)(O)O. Cell line: K-562. Synergy scores: CSS=-0.0440, Synergy_ZIP=4.29, Synergy_Bliss=7.32, Synergy_Loewe=2.27, Synergy_HSA=-0.324. (3) Drug 1: CC1CCC2CC(C(=CC=CC=CC(CC(C(=O)C(C(C(=CC(C(=O)CC(OC(=O)C3CCCCN3C(=O)C(=O)C1(O2)O)C(C)CC4CCC(C(C4)OC)O)C)C)O)OC)C)C)C)OC. Drug 2: COC1=C2C(=CC3=C1OC=C3)C=CC(=O)O2. Cell line: ACHN. Synergy scores: CSS=10.1, Synergy_ZIP=-7.46, Synergy_Bliss=-0.654, Synergy_Loewe=-25.2, Synergy_HSA=-0.892. (4) Drug 1: CC1C(C(CC(O1)OC2CC(CC3=C2C(=C4C(=C3O)C(=O)C5=C(C4=O)C(=CC=C5)OC)O)(C(=O)C)O)N)O.Cl. Drug 2: CCC1(C2=C(COC1=O)C(=O)N3CC4=CC5=C(C=CC(=C5CN(C)C)O)N=C4C3=C2)O.Cl. Cell line: U251. Synergy scores: CSS=62.4, Synergy_ZIP=0.931, Synergy_Bliss=1.00, Synergy_Loewe=-3.45, Synergy_HSA=4.25. (5) Drug 1: CC1=C(C=C(C=C1)C(=O)NC2=CC(=CC(=C2)C(F)(F)F)N3C=C(N=C3)C)NC4=NC=CC(=N4)C5=CN=CC=C5. Drug 2: C1C(C(OC1N2C=NC(=NC2=O)N)CO)O. Cell line: UACC62. Synergy scores: CSS=-1.82, Synergy_ZIP=-0.604, Synergy_Bliss=0.0233, Synergy_Loewe=-4.96, Synergy_HSA=-3.76.